Dataset: Reaction yield outcomes from USPTO patents with 853,638 reactions. Task: Predict the reaction yield, written as a fraction of the theoretical maximum amount of product (1.0 means a 100% yield; for example, 0.34 means a 34% yield). The reactants are Br[C:2]1[CH:3]=[C:4]([N:8]([C:13]2[C:32]([CH:33]3[CH2:35][CH2:34]3)=[CH:31][C:16]3[C:17]([C:27]([NH:29][CH3:30])=[O:28])=[C:18]([C:20]4[CH:25]=[CH:24][C:23]([F:26])=[CH:22][CH:21]=4)[O:19][C:15]=3[CH:14]=2)[S:9]([CH3:12])(=[O:11])=[O:10])[CH:5]=[CH:6][CH:7]=1.[CH3:36][C:37]1(C)C(C)(C)OB(C=C)O1.ClCCl.C(=O)([O-])[O-].[Na+].[Na+]. The catalyst is O1CCOCC1.CCOC(C)=O.Cl[Pd]Cl.C1(P(C2C=CC=CC=2)[C-]2C=CC=C2)C=CC=CC=1.[C-]1(P(C2C=CC=CC=2)C2C=CC=CC=2)C=CC=C1.[Fe+2].O. The product is [CH:33]1([C:32]2[C:13]([N:8]([C:4]3[CH:5]=[CH:6][CH:7]=[C:2]([CH:36]=[CH2:37])[CH:3]=3)[S:9]([CH3:12])(=[O:11])=[O:10])=[CH:14][C:15]3[O:19][C:18]([C:20]4[CH:21]=[CH:22][C:23]([F:26])=[CH:24][CH:25]=4)=[C:17]([C:27]([NH:29][CH3:30])=[O:28])[C:16]=3[CH:31]=2)[CH2:34][CH2:35]1. The yield is 0.850.